The task is: Predict the product of the given reaction.. This data is from Forward reaction prediction with 1.9M reactions from USPTO patents (1976-2016). (1) Given the reactants [Cl-:1].[Cl-].[C:3](=[Zr+2:6]([CH:20]1[C:28]2[C:23](=[CH:24][CH:25]=[CH:26][CH:27]=2)[C:22]([Si](C)(C)C)=[CH:21]1)[CH:7]1[C:15]2[C:10](=[CH:11][CH:12]=[CH:13][CH:14]=2)[C:9]([Si](C)(C)C)=[CH:8]1)([CH3:5])[CH3:4].C[Si](C)(C)[C:35]1[C:43]2C(=CC=CC=2)C(C(C2C3C(=CC=CC=3)C([Si](C)(C)C)=C2)(C)C)[CH:36]=1.[Li][Li].[CH:64](C1C2C(=CC=CC=2)C(C(C2C3C(=CC=CC=3)C(C(C)C)=C2)(C)C)C=1)([CH3:66])[CH3:65], predict the reaction product. The product is: [Cl-:1].[Cl-:1].[C:3](=[Zr+2:6]([CH:20]1[C:28]2[C:23](=[CH:24][CH:25]=[CH:26][CH:27]=2)[C:22]([CH:64]([CH3:66])[CH3:65])=[CH:21]1)[CH:7]1[C:15]2[C:10](=[CH:11][CH:12]=[CH:13][CH:14]=2)[C:9]([CH:35]([CH3:43])[CH3:36])=[CH:8]1)([CH3:5])[CH3:4]. (2) Given the reactants O[CH:2]1[CH2:6][O:5][CH2:4][CH:3]1[C:7]([O:9][C:10]([CH3:13])([CH3:12])[CH3:11])=[O:8].C1C=CC(P(C2C=CC=CC=2)C2C=CC=CC=2)=CC=1.CC(OC(/N=N/C(OC(C)C)=O)=O)C, predict the reaction product. The product is: [O:5]1[CH2:6][CH:2]=[C:3]([C:7]([O:9][C:10]([CH3:13])([CH3:12])[CH3:11])=[O:8])[CH2:4]1.